This data is from Catalyst prediction with 721,799 reactions and 888 catalyst types from USPTO. The task is: Predict which catalyst facilitates the given reaction. Reactant: [C:1]1([C:7]2[O:11][C:10]([C@H:12]3[CH2:17][CH2:16][C@H:15]([C:18]([O:20]C)=[O:19])[CH2:14][CH2:13]3)=[N:9][N:8]=2)[CH:6]=[CH:5][CH:4]=[CH:3][CH:2]=1.[OH-].[Na+]. Product: [C:1]1([C:7]2[O:11][C:10]([C@H:12]3[CH2:13][CH2:14][C@H:15]([C:18]([OH:20])=[O:19])[CH2:16][CH2:17]3)=[N:9][N:8]=2)[CH:2]=[CH:3][CH:4]=[CH:5][CH:6]=1. The catalyst class is: 5.